Dataset: Peptide-MHC class I binding affinity with 185,985 pairs from IEDB/IMGT. Task: Regression. Given a peptide amino acid sequence and an MHC pseudo amino acid sequence, predict their binding affinity value. This is MHC class I binding data. (1) The peptide sequence is VIWWFLGL. The MHC is H-2-Kb with pseudo-sequence H-2-Kb. The binding affinity (normalized) is 1.00. (2) The peptide sequence is CTDPYSQMV. The MHC is HLA-B48:01 with pseudo-sequence HLA-B48:01. The binding affinity (normalized) is 0.0847. (3) The peptide sequence is WTDYWQVTW. The MHC is Mamu-B3901 with pseudo-sequence Mamu-B3901. The binding affinity (normalized) is 0.502. (4) The peptide sequence is IIVAGFSGK. The binding affinity (normalized) is 0.396. The MHC is HLA-A31:01 with pseudo-sequence HLA-A31:01.